This data is from Catalyst prediction with 721,799 reactions and 888 catalyst types from USPTO. The task is: Predict which catalyst facilitates the given reaction. Reactant: N[C:2]1[C:7]2[N:8]([C:11]3[CH:16]=[CH:15][CH:14]=[CH:13][CH:12]=3)[CH:9]=[N:10][C:6]=2[CH:5]=[C:4]([C:17]#[N:18])[CH:3]=1.N([O-])=O.[Na+].[I-:23].[K+].S([O-])([O-])=O.[Na+].[Na+]. Product: [C:17]([C:4]1[CH:3]=[C:2]([I:23])[C:7]2[N:8]([C:11]3[CH:16]=[CH:15][CH:14]=[CH:13][CH:12]=3)[CH:9]=[N:10][C:6]=2[CH:5]=1)#[N:18]. The catalyst class is: 126.